From a dataset of Full USPTO retrosynthesis dataset with 1.9M reactions from patents (1976-2016). Predict the reactants needed to synthesize the given product. (1) Given the product [CH3:3][CH:2]([O:4][C:5]1[CH:32]=[CH:31][C:8]([O:9][CH2:10][C:11]2[CH:30]=[CH:29][C:14]([CH2:15][N:16]3[CH2:21][CH2:20][NH:19][CH2:18][CH2:17]3)=[CH:13][CH:12]=2)=[CH:7][CH:6]=1)[CH3:1], predict the reactants needed to synthesize it. The reactants are: [CH3:1][CH:2]([O:4][C:5]1[CH:32]=[CH:31][C:8]([O:9][CH2:10][C:11]2[CH:30]=[CH:29][C:14]([CH2:15][N:16]3[CH2:21][CH2:20][N:19](C(OC(C)(C)C)=O)[CH2:18][CH2:17]3)=[CH:13][CH:12]=2)=[CH:7][CH:6]=1)[CH3:3].C(O)(C(F)(F)F)=O.[OH-].[Na+]. (2) Given the product [N:12]([CH2:2][C:3]([C:5]1[CH:10]=[CH:9][CH:8]=[CH:7][C:6]=1[OH:11])=[O:4])=[N+:13]=[N-:14], predict the reactants needed to synthesize it. The reactants are: Br[CH2:2][C:3]([C:5]1[CH:10]=[CH:9][CH:8]=[CH:7][C:6]=1[OH:11])=[O:4].[N-:12]=[N+:13]=[N-:14].[Na+].